From a dataset of Forward reaction prediction with 1.9M reactions from USPTO patents (1976-2016). Predict the product of the given reaction. (1) Given the reactants [F:1][C:2]1[CH:3]=[C:4]([CH:37]=[CH:38][C:39]=1[F:40])[CH2:5][C:6]1([C:29]([NH:31][CH2:32][C:33]([F:36])([F:35])[F:34])=[O:30])[CH2:11][CH2:10][CH2:9][N:8]2[C:12]([C:15]3[CH:20]=[CH:19][C:18]([C:21]4[O:25][C:24]([CH3:26])=[N:23][CH:22]=4)=[C:17]([O:27][CH3:28])[CH:16]=3)=[N:13][N:14]=[C:7]12.[H-].[Na+].[CH3:43]I, predict the reaction product. The product is: [F:1][C:2]1[CH:3]=[C:4]([CH:37]=[CH:38][C:39]=1[F:40])[CH2:5][C:6]1([C:29]([N:31]([CH3:43])[CH2:32][C:33]([F:36])([F:34])[F:35])=[O:30])[CH2:11][CH2:10][CH2:9][N:8]2[C:12]([C:15]3[CH:20]=[CH:19][C:18]([C:21]4[O:25][C:24]([CH3:26])=[N:23][CH:22]=4)=[C:17]([O:27][CH3:28])[CH:16]=3)=[N:13][N:14]=[C:7]12. (2) Given the reactants [CH3:1][O:2][C:3]1[CH:8]=[C:7]([C:9]([F:12])([F:11])[F:10])[CH:6]=[CH:5][C:4]=1B(O)O.Cl[C:17]1[C:26]2[C:21](=[CH:22][C:23]([S:28]([N:31](CC3C=CC(OC)=CC=3)[C:32]3[S:33][CH:34]=[CH:35][N:36]=3)(=[O:30])=[O:29])=[CH:24][C:25]=2[CH3:27])[N:20]=[CH:19][CH:18]=1.[O-]P([O-])([O-])=O.[K+].[K+].[K+].O1CCOCC1, predict the reaction product. The product is: [CH3:1][O:2][C:3]1[CH:8]=[C:7]([C:9]([F:12])([F:11])[F:10])[CH:6]=[CH:5][C:4]=1[C:17]1[C:26]2[C:21](=[CH:22][C:23]([S:28]([NH:31][C:32]3[S:33][CH:34]=[CH:35][N:36]=3)(=[O:29])=[O:30])=[CH:24][C:25]=2[CH3:27])[N:20]=[CH:19][CH:18]=1.